This data is from Forward reaction prediction with 1.9M reactions from USPTO patents (1976-2016). The task is: Predict the product of the given reaction. (1) Given the reactants [OH:1][C:2]1[C:10]2[N:9]=[C:8]([C:11]3[CH:16]=[CH:15][CH:14]=[CH:13][N:12]=3)[NH:7][C:6]=2[CH:5]=[C:4]([O:17][C:18]2[CH:19]=[N:20][C:21]([S:24]([CH2:27][CH3:28])(=[O:26])=[O:25])=[CH:22][CH:23]=2)[CH:3]=1.F[C:30]1[C:37]([F:38])=[CH:36][CH:35]=[CH:34][C:31]=1[C:32]#[N:33], predict the reaction product. The product is: [C:32]([C:31]1[CH:34]=[CH:35][CH:36]=[C:37]([F:38])[C:30]=1[O:1][C:2]1[C:10]2[N:9]=[C:8]([C:11]3[CH:16]=[CH:15][CH:14]=[CH:13][N:12]=3)[NH:7][C:6]=2[CH:5]=[C:4]([O:17][C:18]2[CH:19]=[N:20][C:21]([S:24]([CH2:27][CH3:28])(=[O:25])=[O:26])=[CH:22][CH:23]=2)[CH:3]=1)#[N:33]. (2) Given the reactants N(C(OC(C)C)=O)=NC(OC(C)C)=O.O[CH2:16][C:17]1[O:21][C:20]([S:22][C:23]2[N:27]([C:28]([O:30][C:31]([CH3:34])([CH3:33])[CH3:32])=[O:29])[C:26]3[CH:35]=[CH:36][CH:37]=[CH:38][C:25]=3[N:24]=2)=[CH:19][CH:18]=1.[S:39]1[CH2:43][C:42](=[O:44])[NH:41][C:40]1=[O:45].C1(P(C2C=CC=CC=2)C2C=CC=CC=2)C=CC=CC=1, predict the reaction product. The product is: [O:45]=[C:40]1[N:41]([CH2:16][C:17]2[O:21][C:20]([S:22][C:23]3[N:27]([C:28]([O:30][C:31]([CH3:34])([CH3:32])[CH3:33])=[O:29])[C:26]4[CH:35]=[CH:36][CH:37]=[CH:38][C:25]=4[N:24]=3)=[CH:19][CH:18]=2)[C:42](=[O:44])[CH2:43][S:39]1.